Dataset: Reaction yield outcomes from USPTO patents with 853,638 reactions. Task: Predict the reaction yield, written as a fraction of the theoretical maximum amount of product (1.0 means a 100% yield; for example, 0.34 means a 34% yield). (1) The reactants are [NH2:1][CH2:2][CH:3]([OH:14])[CH2:4][N:5]1[CH2:13][C:12]2[C:7](=[CH:8][CH:9]=[CH:10][CH:11]=2)[CH2:6]1.[N:15]1[C:24]2[C:19](=[CH:20][CH:21]=[CH:22][C:23]=2[O:25][CH2:26][C:27](OCC)=[O:28])[CH:18]=[CH:17][CH:16]=1. The catalyst is CCO. The product is [OH:14][CH:3]([CH2:4][N:5]1[CH2:13][C:12]2[C:7](=[CH:8][CH:9]=[CH:10][CH:11]=2)[CH2:6]1)[CH2:2][NH:1][C:27](=[O:28])[CH2:26][O:25][C:23]1[CH:22]=[CH:21][CH:20]=[C:19]2[C:24]=1[N:15]=[CH:16][CH:17]=[CH:18]2. The yield is 0.180. (2) The reactants are [CH3:1][O:2][C:3]1[CH:27]=[CH:26][C:6]([CH2:7][N:8]2[CH2:13][CH2:12][CH:11]([NH:14][C:15]([C:17]3[CH:25]=[CH:24][C:20](C(O)=O)=[CH:19][N:18]=3)=[O:16])[CH2:10][CH2:9]2)=[CH:5][CH:4]=1.Cl.[F:29][C:30]1[CH:43]=[CH:42][C:33]([C:34](N2CCCCC2)=[O:35])=[CH:32][CH:31]=1.C(N(CC)CC)C.[CH3:51][N:52]([CH3:55])[CH:53]=[O:54].CN(C(ON1N=N[C:66]2[CH:67]=CC=N[C:65]1=2)=[N+](C)C)C.F[P-](F)(F)(F)(F)F. The catalyst is CCOC(C)=O.C(Cl)Cl.O. The product is [F:29][C:30]1[CH:31]=[CH:32][C:33]([C:34]([CH:66]2[CH2:67][CH2:55][N:52]([C:53]([C:20]3[CH:24]=[CH:25][C:17]([C:15]([NH:14][CH:11]4[CH2:12][CH2:13][N:8]([CH2:7][C:6]5[CH:5]=[CH:4][C:3]([O:2][CH3:1])=[CH:27][CH:26]=5)[CH2:9][CH2:10]4)=[O:16])=[N:18][CH:19]=3)=[O:54])[CH2:51][CH2:65]2)=[O:35])=[CH:42][CH:43]=1. The yield is 0.680. (3) The yield is 0.830. The reactants are [CH2:1]([N:8]1[CH:12]=[C:11]([C:13]([O:15]CC)=[O:14])[C:10]([O:18][CH2:19][C:20]2[CH:25]=[CH:24][C:23]([O:26][CH2:27][C:28]3[N:29]=[C:30]([C:34]4[O:35][CH:36]=[CH:37][CH:38]=4)[O:31][C:32]=3[CH3:33])=[C:22]([C:39]3[CH:44]=[CH:43][CH:42]=[CH:41][CH:40]=3)[CH:21]=2)=[N:9]1)[C:2]1[CH:7]=[CH:6][CH:5]=[CH:4][CH:3]=1.O1CCCC1.[OH-].[Na+].Cl. The product is [CH2:1]([N:8]1[CH:12]=[C:11]([C:13]([OH:15])=[O:14])[C:10]([O:18][CH2:19][C:20]2[CH:25]=[CH:24][C:23]([O:26][CH2:27][C:28]3[N:29]=[C:30]([C:34]4[O:35][CH:36]=[CH:37][CH:38]=4)[O:31][C:32]=3[CH3:33])=[C:22]([C:39]3[CH:44]=[CH:43][CH:42]=[CH:41][CH:40]=3)[CH:21]=2)=[N:9]1)[C:2]1[CH:3]=[CH:4][CH:5]=[CH:6][CH:7]=1. The catalyst is O.C(O)C. (4) The reactants are [F:1][C:2]1[CH:3]=[C:4]2[C:8](=[CH:9][CH:10]=1)[N:7]([CH2:11][C:12]([OH:14])=[O:13])[C:6]([CH3:15])=[C:5]2C1C2C(=CC=CC=2)C(=O)N(C(C)C)C=1.CC1(C)C(C)(C)OB([C:38]2[C:47]3[C:42](=[CH:43][CH:44]=[CH:45][CH:46]=3)[C:41](=[O:48])[N:40]([CH2:49][C:50]([F:53])([F:52])[F:51])[CH:39]=2)O1. No catalyst specified. The product is [F:1][C:2]1[CH:3]=[C:4]2[C:8](=[CH:9][CH:10]=1)[N:7]([CH2:11][C:12]([OH:14])=[O:13])[C:6]([CH3:15])=[C:5]2[C:38]1[C:47]2[C:42](=[CH:43][CH:44]=[CH:45][CH:46]=2)[C:41](=[O:48])[N:40]([CH2:49][C:50]([F:51])([F:52])[F:53])[CH:39]=1. The yield is 0.340. (5) The reactants are [CH2:1]([C:5]1[N:10]([CH2:11][C:12]2[CH:17]=[CH:16][C:15]([C:18]3[CH:23]=[CH:22][CH:21]=[CH:20][C:19]=3[C:24]3[NH:28][C:27](=[O:29])[O:26][N:25]=3)=[CH:14][CH:13]=2)[C:9](=[O:30])[C:8]([CH:31]([OH:38])[C:32]2[CH:37]=[CH:36][CH:35]=[CH:34][CH:33]=2)=[C:7]([CH3:39])[N:6]=1)[CH2:2][CH2:3][CH3:4].CC(OI1(OC(C)=O)(OC(C)=O)OC(=O)C2C1=CC=CC=2)=O.C(OCC)(=O)C.S([O-])([O-])(=O)=S.[Na+].[Na+]. The catalyst is ClCCl.O. The product is [C:31]([C:8]1[C:9](=[O:30])[N:10]([CH2:11][C:12]2[CH:17]=[CH:16][C:15]([C:18]3[CH:23]=[CH:22][CH:21]=[CH:20][C:19]=3[C:24]3[NH:28][C:27](=[O:29])[O:26][N:25]=3)=[CH:14][CH:13]=2)[C:5]([CH2:1][CH2:2][CH2:3][CH3:4])=[N:6][C:7]=1[CH3:39])(=[O:38])[C:32]1[CH:37]=[CH:36][CH:35]=[CH:34][CH:33]=1. The yield is 0.700. (6) The reactants are [Br:1][C:2]1[CH:3]=[CH:4][C:5]([S:12]([CH3:15])(=[O:14])=[O:13])=[C:6]([NH:8][C:9](=O)[CH3:10])[CH:7]=1.[N-:16]=[N+:17]=[N-:18].[Na+].FC(F)(F)S(OS(C(F)(F)F)(=O)=O)(=O)=O. The catalyst is C(#N)C. The product is [Br:1][C:2]1[CH:3]=[CH:4][C:5]([S:12]([CH3:15])(=[O:14])=[O:13])=[C:6]([N:8]2[C:9]([CH3:10])=[N:18][N:17]=[N:16]2)[CH:7]=1. The yield is 0.670.